Dataset: Full USPTO retrosynthesis dataset with 1.9M reactions from patents (1976-2016). Task: Predict the reactants needed to synthesize the given product. (1) Given the product [CH2:31]([O:30][C:28]([NH:1][C@@H:2]([CH2:3][C:4]1[CH:9]=[CH:8][C:7]([CH2:19][NH:20][C:21](=[O:26])[C:22]([Cl:25])([Cl:24])[Cl:23])=[CH:6][CH:5]=1)[C:10]([OH:12])=[O:11])=[O:29])[C:32]1[CH:37]=[CH:36][CH:35]=[CH:34][CH:33]=1, predict the reactants needed to synthesize it. The reactants are: [NH2:1][C@H:2]([C:10]([OH:12])=[O:11])[CH2:3][C:4]1[CH:9]=[CH:8][CH:7]=[CH:6][CH:5]=1.OS(O)(=O)=O.O[CH2:19][NH:20][C:21](=[O:26])[C:22]([Cl:25])([Cl:24])[Cl:23].Cl[C:28]([O:30][CH2:31][C:32]1[CH:37]=[CH:36][CH:35]=[CH:34][CH:33]=1)=[O:29].Cl. (2) Given the product [CH:15]1([NH:21][C:2]2[CH:7]=[CH:6][C:5]([S:8]([NH2:11])(=[O:10])=[O:9])=[CH:4][C:3]=2[N+:12]([O-:14])=[O:13])[CH2:20][CH2:19][CH2:18][CH2:17][CH2:16]1, predict the reactants needed to synthesize it. The reactants are: Cl[C:2]1[CH:7]=[CH:6][C:5]([S:8]([NH2:11])(=[O:10])=[O:9])=[CH:4][C:3]=1[N+:12]([O-:14])=[O:13].[CH:15]1([NH2:21])[CH2:20][CH2:19][CH2:18][CH2:17][CH2:16]1. (3) Given the product [O:1]=[C:2]1[CH2:14][CH2:13][C:5]2([CH:7]([C:8]([O:10][CH2:11][CH3:12])=[O:9])[CH2:6]2)[CH2:4][CH2:3]1, predict the reactants needed to synthesize it. The reactants are: [O:1]=[C:2]1[CH2:14][CH2:13][C:5]2([C@@H:7]([C:8]([O:10][CH2:11][CH3:12])=[O:9])[CH2:6]2)[CH2:4][CH2:3]1.CC1C=CC(S([O-])(=O)=O)=CC=1.C1C=C[NH+]=CC=1. (4) Given the product [Br:60][CH2:59][C:55]1[CH:54]=[C:53]([C:50]2[O:49][C:48]([C:29]3[C:30]([N:33]([C:34]([O:35][C:36]([CH3:39])([CH3:38])[CH3:37])=[O:40])[C:41](=[O:42])[O:43][C:44]([CH3:45])([CH3:46])[CH3:47])=[N:31][CH:32]=[C:27]([C:14]4[CH:13]=[CH:12][C:11](=[O:25])[N:10]([CH:7]([CH3:8])[CH3:9])[CH:15]=4)[N:28]=3)=[N:52][N:51]=2)[CH:58]=[CH:57][CH:56]=1, predict the reactants needed to synthesize it. The reactants are: C([O-])([O-])=O.[Na+].[Na+].[CH:7]([N:10]1[CH:15]=[C:14](B2OC(C)(C)C(C)(C)O2)[CH:13]=[CH:12][C:11]1=[O:25])([CH3:9])[CH3:8].Br[C:27]1[N:28]=[C:29]([C:48]2[O:49][C:50]([C:53]3[CH:58]=[CH:57][CH:56]=[C:55]([CH2:59][Br:60])[CH:54]=3)=[N:51][N:52]=2)[C:30]([N:33]([C:41]([O:43][C:44]([CH3:47])([CH3:46])[CH3:45])=[O:42])[C:34](=[O:40])[O:35][C:36]([CH3:39])([CH3:38])[CH3:37])=[N:31][CH:32]=1. (5) Given the product [N:16]1([CH2:15][C:11]2[N:10]=[C:9]([NH:8][C:6]3[S:7][C:3]([C:1]4[N:32]=[N:31][N:30]([CH2:29][Si:26]([CH3:28])([CH3:27])[CH3:25])[CH:2]=4)=[CH:4][C:5]=3[C:22]([NH2:24])=[O:23])[CH:14]=[CH:13][CH:12]=2)[CH2:17][CH2:18][O:19][CH2:20][CH2:21]1, predict the reactants needed to synthesize it. The reactants are: [C:1]([C:3]1[S:7][C:6]([NH:8][C:9]2[CH:14]=[CH:13][CH:12]=[C:11]([CH2:15][N:16]3[CH2:21][CH2:20][O:19][CH2:18][CH2:17]3)[N:10]=2)=[C:5]([C:22]([NH2:24])=[O:23])[CH:4]=1)#[CH:2].[CH3:25][Si:26]([CH2:29][N:30]=[N+:31]=[N-:32])([CH3:28])[CH3:27].O=C1O[C@H]([C@H](CO)O)C([O-])=C1O.[Na+].